From a dataset of Experimentally validated miRNA-target interactions with 360,000+ pairs, plus equal number of negative samples. Binary Classification. Given a miRNA mature sequence and a target amino acid sequence, predict their likelihood of interaction. (1) The miRNA is hsa-miR-4794 with sequence UCUGGCUAUCUCACGAGACUGU. The protein sequence of the target gene is MEPPQCVEELEDDVFQPEDGEPGTQPGSLLSADLFAQSQLDCPLSRLQLFPLTHCCGPGLRPVSQEDKATQTLSPASPSQGVMLPCGVTEEPQRLFYGNAGYRLPLPASFPAGSALGEQPPEGQFLQHRAEVQIARKLQCIADQFHRLHMQQHQQNRDRAWRQVFLFLQNLALNRRENREGVGPW. Result: 0 (no interaction). (2) The miRNA is hsa-miR-6883-5p with sequence AGGGAGGGUGUGGUAUGGAUGU. The protein sequence of the target gene is MEVKGQLISSPTFNAPAALFGEAAPQVKSERLRGLLDRQRTLQEALSLKLQELRKVCLQEAELTGQLPPECPLEPGERPQLVRRRPPTARAYPPPHPNQAHHSLCPAEELALEALEREVSVQQQIAAAARRLALAPDLSTEQRRRRRQVQADALRRLHELEEQLRDVRARLGLPVLPLPQPLPLSTGSVITTQGVCLGMRLAQLSQEDVVLHSESSSLSESGASHDNEEPHGCFSLAERPSPPKAWDQLRAVSGGSPERRTPWKPPPSDLYGDLKSRRNSVASPTSPTRSLPRSASSFEG.... Result: 1 (interaction). (3) The miRNA is hsa-miR-6129 with sequence UGAGGGAGUUGGGUGUAUA. The protein sequence of the target gene is MAAAPQAPGRGSLRKTRPLVVKTSLNNPYIIRWSALESEDMHFILQTLEDRLKAIGLQKIEDKKKKNKTPFLKKESREKCSIAVDISENLKEKKTDAKQQVSGWTPAHVRKQLAIGVNEVTRALERRELLLVLVCKSVKPAMITSHLIQLSLSRSVPACQVPRLSERIAPVIGLKCVLALAFKKNTTDFVDEVRAIIPRVPSLSVPWLQDRIEDSGENLETEPLESQDRELLDTSFEDLSKPKRKLADGRQASVTLQPLKIKKLIPNPNKIRKPPKSKKATPK. Result: 0 (no interaction).